Dataset: Catalyst prediction with 721,799 reactions and 888 catalyst types from USPTO. Task: Predict which catalyst facilitates the given reaction. (1) Reactant: [F:1][C:2]1[CH:7]=[CH:6][C:5]([F:8])=[CH:4][C:3]=1[CH:9]([S:20]([C:23]1[CH:28]=[CH:27][C:26]([O:29][CH2:30][CH3:31])=[CH:25][CH:24]=1)(=[O:22])=[O:21])[C:10]1[C:11]([CH3:19])=[CH:12][C:13]([C:16]([OH:18])=O)=[N:14][CH:15]=1.[NH2:32][CH2:33][CH2:34][OH:35].ON1C2C=CC=CC=2N=N1.CN1CCOCC1.Cl.C(N=C=NCCCN(C)C)C. Product: [F:1][C:2]1[CH:7]=[CH:6][C:5]([F:8])=[CH:4][C:3]=1[CH:9]([S:20]([C:23]1[CH:24]=[CH:25][C:26]([O:29][CH2:30][CH3:31])=[CH:27][CH:28]=1)(=[O:21])=[O:22])[C:10]1[C:11]([CH3:19])=[CH:12][C:13]([C:16]([NH:32][CH2:33][CH2:34][OH:35])=[O:18])=[N:14][CH:15]=1. The catalyst class is: 2. (2) Reactant: [CH2:1]([N:3]1[C:9]2[N:10]=[CH:11][C:12]([CH2:14][CH2:15][O:16][C:17]3[CH:26]=[CH:25][C:20]([C:21]([O:23]C)=[O:22])=[CH:19][C:18]=3[CH3:27])=[CH:13][C:8]=2[C:7](=[O:28])[N:6]([CH3:29])[C:5]2[CH:30]=[CH:31][CH:32]=[N:33][C:4]1=2)[CH3:2].[OH-].[Na+].Cl. Product: [CH2:1]([N:3]1[C:9]2[N:10]=[CH:11][C:12]([CH2:14][CH2:15][O:16][C:17]3[CH:26]=[CH:25][C:20]([C:21]([OH:23])=[O:22])=[CH:19][C:18]=3[CH3:27])=[CH:13][C:8]=2[C:7](=[O:28])[N:6]([CH3:29])[C:5]2[CH:30]=[CH:31][CH:32]=[N:33][C:4]1=2)[CH3:2]. The catalyst class is: 92. (3) Reactant: [C:1]([C:3]1[CH:4]=[C:5]2[C:19]([NH:20][C:21]([SH:23])=[NH:22])=[N:18][NH:17][C:6]2=[N:7][C:8]=1[C:9]1[CH:14]=[CH:13][C:12]([OH:15])=[CH:11][C:10]=1[F:16])#[N:2].Br[CH2:25][C:26](=O)[C:27]([O:29][CH2:30][CH3:31])=[O:28]. Product: [C:1]([C:3]1[CH:4]=[C:5]2[C:19]([NH:20][C:21]3[S:23][CH:25]=[C:26]([C:27]([O:29][CH2:30][CH3:31])=[O:28])[N:22]=3)=[N:18][NH:17][C:6]2=[N:7][C:8]=1[C:9]1[CH:14]=[CH:13][C:12]([OH:15])=[CH:11][C:10]=1[F:16])#[N:2]. The catalyst class is: 8. (4) The catalyst class is: 339. Reactant: Cl[C:2]1[N:7]2[N:8]=[CH:9][N:10]=[C:6]2[C:5]([NH:11][C:12]2[CH:17]=[CH:16][C:15]([N:18]3[CH2:23][CH2:22][N:21]([CH3:24])[CH2:20][CH2:19]3)=[CH:14][CH:13]=2)=[CH:4][CH:3]=1.[F:25][C:26]1[CH:34]=[C:33](B2OC(C)(C)C(C)(C)O2)[CH:32]=[CH:31][C:27]=1[C:28]([NH2:30])=[O:29].CC([O-])(C)C.[Na+]. Product: [F:25][C:26]1[CH:34]=[C:33]([C:2]2[N:7]3[N:8]=[CH:9][N:10]=[C:6]3[C:5]([NH:11][C:12]3[CH:17]=[CH:16][C:15]([N:18]4[CH2:19][CH2:20][N:21]([CH3:24])[CH2:22][CH2:23]4)=[CH:14][CH:13]=3)=[CH:4][CH:3]=2)[CH:32]=[CH:31][C:27]=1[C:28]([NH2:30])=[O:29]. (5) Reactant: C([O:3][C:4](=[O:17])[CH2:5][CH2:6][C:7]1[CH:8]=[C:9]2[C:14](=[CH:15][CH:16]=1)[N:13]=[CH:12][CH:11]=[CH:10]2)C.[OH-].[Li+]. Product: [N:13]1[C:14]2[C:9](=[CH:8][C:7]([CH2:6][CH2:5][C:4]([OH:17])=[O:3])=[CH:16][CH:15]=2)[CH:10]=[CH:11][CH:12]=1. The catalyst class is: 5. (6) Reactant: [CH:1]([N:4]1[C:12]2[C:7](=[CH:8][CH:9]=[CH:10][CH:11]=2)[C:6]([C:13]([OH:15])=O)=[N:5]1)([CH3:3])[CH3:2].[NH2:16][C@H:17]1[CH2:22][N:21]([CH2:23][C:24]2[CH:29]=[CH:28][CH:27]=[CH:26][CH:25]=2)[C@@H:20]([CH2:30][CH2:31][OH:32])[CH2:19][CH2:18]1.C(N(CC)C(C)C)(C)C.C(P(=O)(OCC)OCC)#N. Product: [CH2:23]([N:21]1[C@H:20]([CH2:30][CH2:31][OH:32])[CH2:19][CH2:18][C@H:17]([NH:16][C:13]([C:6]2[C:7]3[C:12](=[CH:11][CH:10]=[CH:9][CH:8]=3)[N:4]([CH:1]([CH3:2])[CH3:3])[N:5]=2)=[O:15])[CH2:22]1)[C:24]1[CH:25]=[CH:26][CH:27]=[CH:28][CH:29]=1. The catalyst class is: 9.